Dataset: Forward reaction prediction with 1.9M reactions from USPTO patents (1976-2016). Task: Predict the product of the given reaction. (1) Given the reactants [C:1]([O:5][C:6](=[O:16])[NH:7][CH2:8][CH:9]1[CH2:14][CH2:13][C:12](=[O:15])[CH2:11][CH2:10]1)([CH3:4])([CH3:3])[CH3:2].[CH3:17][Mg]Br, predict the reaction product. The product is: [C:1]([O:5][C:6](=[O:16])[NH:7][CH2:8][CH:9]1[CH2:10][CH2:11][C:12]([OH:15])([CH3:17])[CH2:13][CH2:14]1)([CH3:4])([CH3:2])[CH3:3]. (2) Given the reactants [CH2:1]([C:8]1[CH2:12][C:11]([CH2:18][OH:19])([CH2:13]CC(O)=O)[O:10][N:9]=1)[C:2]1[CH:7]=[CH:6][CH:5]=[CH:4][CH:3]=1.[BH4-].[Na+].[Cl-].[NH4+].C[OH:25], predict the reaction product. The product is: [CH2:1]([C:8]1[CH2:12][C:11]([CH2:13][OH:25])([CH2:18][OH:19])[O:10][N:9]=1)[C:2]1[CH:3]=[CH:4][CH:5]=[CH:6][CH:7]=1. (3) The product is: [CH2:12]([O:14][C:15](=[O:21])[CH:16]([CH2:23][C:24]1[CH:25]=[CH:26][C:27]([S:30]([CH3:33])(=[O:32])=[O:31])=[CH:28][CH:29]=1)[C:17](=[O:20])[CH2:18][CH3:19])[CH3:13]. Given the reactants CC(C)([O-])C.[K+].C(O)(C)(C)C.[CH2:12]([O:14][C:15](=[O:21])[CH2:16][C:17](=[O:20])[CH2:18][CH3:19])[CH3:13].Br[CH2:23][C:24]1[CH:29]=[CH:28][C:27]([S:30]([CH3:33])(=[O:32])=[O:31])=[CH:26][CH:25]=1, predict the reaction product. (4) Given the reactants [CH:1]12[CH2:7][CH:4]([CH:5]=[CH:6]1)[CH:3]1[C:8]([O:10][C:11](=O)[CH:2]21)=[O:9].Cl, predict the reaction product. The product is: [C:4]12[CH2:7][CH:1]([CH2:6][CH2:5]1)[CH:2]1[C:3]=2[C:8](=[O:9])[O:10][CH2:11]1.